From a dataset of Full USPTO retrosynthesis dataset with 1.9M reactions from patents (1976-2016). Predict the reactants needed to synthesize the given product. Given the product [O:30]=[C:26]1[N:27]([C:2]2[CH:7]=[CH:6][C:5]([N:8]3[CH:17]=[C:16]4[C:10]([CH2:11][CH2:12][N:13]([C:18]([O:20][C:21]([CH3:24])([CH3:23])[CH3:22])=[O:19])[CH2:14][CH2:15]4)=[N:9]3)=[CH:4][CH:3]=2)[CH2:28][CH2:29][O:25]1, predict the reactants needed to synthesize it. The reactants are: Br[C:2]1[CH:7]=[CH:6][C:5]([N:8]2[CH:17]=[C:16]3[C:10]([CH2:11][CH2:12][N:13]([C:18]([O:20][C:21]([CH3:24])([CH3:23])[CH3:22])=[O:19])[CH2:14][CH2:15]3)=[N:9]2)=[CH:4][CH:3]=1.[O:25]1[CH2:29][CH2:28][NH:27][C:26]1=[O:30].C(=O)([O-])[O-].[K+].[K+].CNCCNC.